Predict which catalyst facilitates the given reaction. From a dataset of Catalyst prediction with 721,799 reactions and 888 catalyst types from USPTO. (1) Reactant: [C:1]([C:4]1[CH:5]([C:22]2[CH:29]=[CH:28][C:25]([C:26]#[N:27])=[CH:24][CH:23]=2)[NH:6][C:7](=[S:21])[N:8]([C:11]2[CH:16]=[CH:15][CH:14]=[C:13]([C:17]([F:20])([F:19])[F:18])[CH:12]=2)[C:9]=1[CH3:10])(=[O:3])[CH3:2].N1C=CC=CC=1.[C:36](Cl)(=[O:39])[CH2:37][CH3:38]. Product: [C:1]([C:4]1[CH:5]([C:22]2[CH:23]=[CH:24][C:25]([C:26]#[N:27])=[CH:28][CH:29]=2)[N:6]([C:36](=[O:39])[CH2:37][CH3:38])[C:7](=[S:21])[N:8]([C:11]2[CH:16]=[CH:15][CH:14]=[C:13]([C:17]([F:19])([F:18])[F:20])[CH:12]=2)[C:9]=1[CH3:10])(=[O:3])[CH3:2]. The catalyst class is: 1. (2) Reactant: [CH2:1]([O:3][C:4]([C:6]1[O:10][N:9]=[C:8]([CH2:11][CH2:12]O)[CH:7]=1)=[O:5])[CH3:2].COCCN(S(F)(F)[F:24])CCOC. Product: [CH2:1]([O:3][C:4]([C:6]1[O:10][N:9]=[C:8]([CH2:11][CH2:12][F:24])[CH:7]=1)=[O:5])[CH3:2]. The catalyst class is: 2.